Dataset: Reaction yield outcomes from USPTO patents with 853,638 reactions. Task: Predict the reaction yield, written as a fraction of the theoretical maximum amount of product (1.0 means a 100% yield; for example, 0.34 means a 34% yield). (1) The reactants are Br[C:2]1[CH:3]=[CH:4][C:5]2[O:17][C:16](=[O:18])[N:8]3[C:9]4[CH:10]=[CH:11][CH:12]=[CH:13][C:14]=4[CH:15]=[C:7]3[C:6]=2[CH:19]=1.[F:20][C:21]1[CH:26]=[CH:25][C:24]([C:27]2[O:28][C:29]3[CH:39]=[C:38]([N:40]([CH3:45])[S:41]([CH3:44])(=[O:43])=[O:42])[C:37](B4OC(C)(C)C(C)(C)O4)=[CH:36][C:30]=3[C:31]=2[C:32]([NH:34][CH3:35])=[O:33])=[CH:23][CH:22]=1. The catalyst is CN(C=O)C.C1C=CC(P(C2C=CC=CC=2)[C-]2C=CC=C2)=CC=1.C1C=CC(P(C2C=CC=CC=2)[C-]2C=CC=C2)=CC=1.Cl[Pd]Cl.[Fe+2]. The product is [F:20][C:21]1[CH:26]=[CH:25][C:24]([C:27]2[O:28][C:29]3[CH:39]=[C:38]([N:40]([CH3:45])[S:41]([CH3:44])(=[O:42])=[O:43])[C:37]([C:2]4[CH:3]=[CH:4][C:5]5[O:17][C:16](=[O:18])[N:8]6[C:9]7[CH:10]=[CH:11][CH:12]=[CH:13][C:14]=7[CH:15]=[C:7]6[C:6]=5[CH:19]=4)=[CH:36][C:30]=3[C:31]=2[C:32]([NH:34][CH3:35])=[O:33])=[CH:23][CH:22]=1. The yield is 0.0440. (2) The reactants are Br[CH2:2][C:3]1[N:4]([CH3:19])[C:5]2[C:10]([N:11]=1)=[C:9]([N:12]1[CH2:17][CH2:16][O:15][CH2:14][CH2:13]1)[N:8]=[C:7]([Cl:18])[N:6]=2.[CH3:20][O:21][P:22]([O:25]C)[O:23][CH3:24]. No catalyst specified. The product is [Cl:18][C:7]1[N:6]=[C:5]2[C:10]([N:11]=[C:3]([CH2:2][P:22](=[O:25])([O:23][CH3:24])[O:21][CH3:20])[N:4]2[CH3:19])=[C:9]([N:12]2[CH2:17][CH2:16][O:15][CH2:14][CH2:13]2)[N:8]=1. The yield is 0.760. (3) The reactants are [CH2:1]([O:8][C:9]([NH:11][C:12]1[CH:32]=[CH:31][C:15]([CH2:16][C:17]2[N:22]=[C:21]([N:23]([CH3:25])[CH3:24])[C:20]([CH2:26][C:27]([O:29]C)=[O:28])=[CH:19][N:18]=2)=[CH:14][CH:13]=1)=[O:10])[C:2]1[CH:7]=[CH:6][CH:5]=[CH:4][CH:3]=1.[OH-].[Na+]. The catalyst is O1CCCC1.CO. The product is [CH2:1]([O:8][C:9]([NH:11][C:12]1[CH:13]=[CH:14][C:15]([CH2:16][C:17]2[N:22]=[C:21]([N:23]([CH3:24])[CH3:25])[C:20]([CH2:26][C:27]([OH:29])=[O:28])=[CH:19][N:18]=2)=[CH:31][CH:32]=1)=[O:10])[C:2]1[CH:3]=[CH:4][CH:5]=[CH:6][CH:7]=1. The yield is 0.780. (4) The reactants are [Br:1][C:2]1[CH:3]=[C:4]([CH:9]2[CH2:14][CH:13]([S:15]([C:18]3[CH:23]=[CH:22][CH:21]=[C:20]([C:24]([F:27])([F:26])[F:25])[CH:19]=3)(=[O:17])=[O:16])[CH2:12][CH2:11][O:10]2)[CH:5]=[CH:6][C:7]=1[F:8].[CH3:28]C([O-])(C)C.[K+].CI. The catalyst is C1COCC1. The product is [Br:1][C:2]1[CH:3]=[C:4]([CH:9]2[CH2:14][C:13]([CH3:28])([S:15]([C:18]3[CH:23]=[CH:22][CH:21]=[C:20]([C:24]([F:27])([F:25])[F:26])[CH:19]=3)(=[O:17])=[O:16])[CH2:12][CH2:11][O:10]2)[CH:5]=[CH:6][C:7]=1[F:8]. The yield is 0.800. (5) The catalyst is C(OCC)(=O)C.O.C1COCC1. The yield is 0.320. The product is [CH2:27]([C@H:22]([NH:21][C:19](=[O:20])[O:18][C:14]([CH3:15])([CH3:16])[CH3:17])[C:23](=[O:25])[CH:35]([Cl:36])[Cl:34])[C:28]1[CH:33]=[CH:32][CH:31]=[CH:30][CH:29]=1. The reactants are C(NC(C)C)(C)C.C([Mg]Cl)CCC.[C:14]([O:18][C:19]([NH:21][C@@H:22]([CH2:27][C:28]1[CH:33]=[CH:32][CH:31]=[CH:30][CH:29]=1)[C:23]([O:25]C)=O)=[O:20])([CH3:17])([CH3:16])[CH3:15].[Cl:34][CH2:35][Cl:36].Cl. (6) The reactants are [Si]([O:8][C:9]1[CH:26]=[CH:25][C:12]([CH2:13][CH:14]([C:22]([OH:24])=[O:23])[C:15]([CH2:20][CH3:21])(O)[C:16]([OH:18])=O)=[CH:11][CH:10]=1)(C(C)(C)C)(C)C.[C:27](OC(=O)C)(=[O:29])[CH3:28]. The catalyst is C1(C)C=CC=CC=1.C(OCC)(=O)C. The product is [C:27]([O:8][C:9]1[CH:10]=[CH:11][C:12]([CH2:13][C:14]2[C:22]([O:23][C:16](=[O:18])[C:15]=2[CH2:20][CH3:21])=[O:24])=[CH:25][CH:26]=1)(=[O:29])[CH3:28]. The yield is 0.790.